Dataset: Peptide-MHC class II binding affinity with 134,281 pairs from IEDB. Task: Regression. Given a peptide amino acid sequence and an MHC pseudo amino acid sequence, predict their binding affinity value. This is MHC class II binding data. The peptide sequence is YANYRDIDLGRNEVV. The MHC is DRB1_0901 with pseudo-sequence DRB1_0901. The binding affinity (normalized) is 0.436.